This data is from Reaction yield outcomes from USPTO patents with 853,638 reactions. The task is: Predict the reaction yield, written as a fraction of the theoretical maximum amount of product (1.0 means a 100% yield; for example, 0.34 means a 34% yield). The reactants are C(OC([NH:8][CH:9]1[CH2:14][CH2:13][N:12]([CH2:15][CH2:16][N:17]2[C:22]3[CH:23]=[C:24]([C:27]([O:29][CH3:30])=[O:28])[CH:25]=[CH:26][C:21]=3[O:20][CH2:19][C:18]2=[O:31])[CH2:11][CH2:10]1)=O)(C)(C)C.NC1CCN(CCN2C3C(=CC=C(C#N)C=3)C=CC2=O)CC1. No catalyst specified. The product is [NH2:8][CH:9]1[CH2:14][CH2:13][N:12]([CH2:15][CH2:16][N:17]2[C:22]3[CH:23]=[C:24]([C:27]([O:29][CH3:30])=[O:28])[CH:25]=[CH:26][C:21]=3[O:20][CH2:19][C:18]2=[O:31])[CH2:11][CH2:10]1. The yield is 1.00.